Dataset: Catalyst prediction with 721,799 reactions and 888 catalyst types from USPTO. Task: Predict which catalyst facilitates the given reaction. (1) Reactant: CN(/[CH:4]=[C:5]1\[C:6](=O)[CH:7]([C:22]([O:24][CH3:25])=[O:23])[N:8]([C:12]([O:14][CH2:15][C:16]2[CH:21]=[CH:20][CH:19]=[CH:18][CH:17]=2)=[O:13])[C:9]\1([CH3:11])[CH3:10])C.FC(F)(F)C(O)=O.[CH3:34][C:35]1[CH:40]=[C:39]([NH:41][C:42]([NH2:44])=[NH:43])[CH:38]=[CH:37][N:36]=1.C([O-])(=O)C.[K+].CN(C=O)C. Product: [CH3:11][C:9]1([CH3:10])[C:5]2[CH:4]=[N:43][C:42]([NH:41][C:39]3[CH:38]=[CH:37][N:36]=[C:35]([CH3:34])[CH:40]=3)=[N:44][C:6]=2[CH:7]([C:22]([O:24][CH3:25])=[O:23])[N:8]1[C:12]([O:14][CH2:15][C:16]1[CH:21]=[CH:20][CH:19]=[CH:18][CH:17]=1)=[O:13]. The catalyst class is: 6. (2) Reactant: [Cl:1][C:2]1[CH:3]=[CH:4][C:5]([F:17])=[C:6]2[C:11]=1[N:10]=[C:9]([C:12]([F:15])([F:14])[F:13])[CH:8]=[C:7]2[OH:16].[C:18]([O-])([O-])=O.[K+].[K+].IC. Product: [Cl:1][C:2]1[CH:3]=[CH:4][C:5]([F:17])=[C:6]2[C:11]=1[N:10]=[C:9]([C:12]([F:13])([F:14])[F:15])[CH:8]=[C:7]2[O:16][CH3:18]. The catalyst class is: 21.